From a dataset of Full USPTO retrosynthesis dataset with 1.9M reactions from patents (1976-2016). Predict the reactants needed to synthesize the given product. (1) Given the product [Cl:3][C:4]1[CH:5]=[C:6]([CH:18]=[CH:19][C:20]=1[Cl:21])[C:7]([C@H:9]1[CH2:11][C@:10]1([CH3:17])[C:12]([OH:14])=[O:13])=[O:8], predict the reactants needed to synthesize it. The reactants are: [OH-].[Na+].[Cl:3][C:4]1[CH:5]=[C:6]([CH:18]=[CH:19][C:20]=1[Cl:21])[C:7]([C@H:9]1[CH2:11][C@:10]1([CH3:17])[C:12]([O:14]CC)=[O:13])=[O:8].Cl. (2) The reactants are: [C:1]([N:8]1[CH2:13][CH2:12][CH:11]([OH:14])[CH2:10][CH2:9]1)([O:3][C:4]([CH3:7])([CH3:6])[CH3:5])=[O:2].CCN(CC)CC.[CH3:22][S:23](Cl)(=[O:25])=[O:24]. Given the product [CH3:22][S:23]([O:14][CH:11]1[CH2:12][CH2:13][N:8]([C:1]([O:3][C:4]([CH3:7])([CH3:6])[CH3:5])=[O:2])[CH2:9][CH2:10]1)(=[O:25])=[O:24], predict the reactants needed to synthesize it. (3) Given the product [Cl:1][C:2]1[C:3]([CH3:13])=[C:4]([Cl:12])[C:5]2[O:9][C:8]([N:18]3[CH2:19][CH2:20][N:15]([CH3:14])[CH2:16][CH2:17]3)=[N:7][C:6]=2[CH:11]=1, predict the reactants needed to synthesize it. The reactants are: [Cl:1][C:2]1[C:3]([CH3:13])=[C:4]([Cl:12])[C:5]2[O:9][C:8](S)=[N:7][C:6]=2[CH:11]=1.[CH3:14][N:15]1[CH2:20][CH2:19][NH:18][CH2:17][CH2:16]1. (4) Given the product [OH:18][C:15]1[CH:16]=[CH:17][C:12]([S:11][C:6](=[O:8])[C:5]2[CH:4]=[CH:3][C:2]([OH:1])=[CH:10][CH:9]=2)=[CH:13][CH:14]=1, predict the reactants needed to synthesize it. The reactants are: [OH:1][C:2]1[CH:10]=[CH:9][C:5]([C:6]([OH:8])=O)=[CH:4][CH:3]=1.[SH:11][C:12]1[CH:17]=[CH:16][C:15]([OH:18])=[CH:14][CH:13]=1. (5) Given the product [C:22]([O:14][CH2:13][C:10]1[N:9]2[N:15]=[C:16]([C:18]([F:21])([F:19])[F:20])[CH:17]=[C:8]2[C:7]([CH:2]2[O:1][CH2:6][CH2:5][CH2:4][O:3]2)=[CH:12][CH:11]=1)(=[O:24])[CH3:23], predict the reactants needed to synthesize it. The reactants are: [O:1]1[CH2:6][CH2:5][CH2:4][O:3][CH:2]1[C:7]1[C:8]2[N:9]([N:15]=[C:16]([C:18]([F:21])([F:20])[F:19])[CH:17]=2)[C:10]([CH2:13][OH:14])=[CH:11][CH:12]=1.[C:22](OC(=O)C)(=[O:24])[CH3:23].